Dataset: Forward reaction prediction with 1.9M reactions from USPTO patents (1976-2016). Task: Predict the product of the given reaction. Given the reactants [F:1][C:2]1[CH:7]=[CH:6][CH:5]=[CH:4][C:3]=1[N:8]1[CH2:13][CH2:12][NH:11][CH2:10][CH2:9]1.[C:14]1([C:22]2[CH:27]=[CH:26][CH:25]=[CH:24][CH:23]=2)[C:15]([CH:20]=O)=[CH:16][CH:17]=[CH:18][CH:19]=1.[BH-](OC(C)=O)(OC(C)=O)OC(C)=O.[Na+].C1(C2C=CC=CC=2)C=CC=CC=1CN1CCN(C2C=CC=CC=2)CC1, predict the reaction product. The product is: [C:14]1([C:22]2[CH:23]=[CH:24][CH:25]=[CH:26][CH:27]=2)[CH:19]=[CH:18][CH:17]=[CH:16][C:15]=1[CH2:20][N:11]1[CH2:12][CH2:13][N:8]([C:3]2[CH:4]=[CH:5][CH:6]=[CH:7][C:2]=2[F:1])[CH2:9][CH2:10]1.